The task is: Predict the reaction yield, written as a fraction of the theoretical maximum amount of product (1.0 means a 100% yield; for example, 0.34 means a 34% yield).. This data is from Reaction yield outcomes from USPTO patents with 853,638 reactions. The reactants are [N:1]12[CH2:8][CH2:7][C:4]([C:9]([C:17]3[CH:22]=[CH:21][CH:20]=[CH:19][CH:18]=3)([C:11]3[CH:16]=[CH:15][CH:14]=[CH:13][CH:12]=3)[OH:10])([CH2:5][CH2:6]1)[CH2:3][CH2:2]2.[Br:23][CH2:24][CH2:25][C:26]1[CH:31]=[CH:30][CH:29]=[CH:28][CH:27]=1. The catalyst is CC#N.C(Cl)Cl.CO.CS(C)=O. The product is [Br-:23].[OH:10][C:9]([C:17]1[CH:22]=[CH:21][CH:20]=[CH:19][CH:18]=1)([C:11]1[CH:12]=[CH:13][CH:14]=[CH:15][CH:16]=1)[C:4]12[CH2:5][CH2:6][N+:1]([CH2:24][CH2:25][C:26]3[CH:31]=[CH:30][CH:29]=[CH:28][CH:27]=3)([CH2:2][CH2:3]1)[CH2:8][CH2:7]2. The yield is 0.486.